This data is from Reaction yield outcomes from USPTO patents with 853,638 reactions. The task is: Predict the reaction yield, written as a fraction of the theoretical maximum amount of product (1.0 means a 100% yield; for example, 0.34 means a 34% yield). (1) The reactants are [NH2:1][C:2]1[CH:3]=[CH:4][C:5]([Cl:24])=[C:6]([CH:23]=1)[O:7][C:8]1[CH:9]=[CH:10][C:11]2[N:12]([CH:14]=[C:15]([NH:17][C:18]([CH:20]3[CH2:22][CH2:21]3)=[O:19])[N:16]=2)[N:13]=1.[CH3:25][N:26]1[C:30]([C:31](Cl)=[O:32])=[CH:29][C:28]([CH3:34])=[N:27]1.C(N(CC)CC)C. The catalyst is O1CCCC1. The product is [Cl:24][C:5]1[CH:4]=[CH:3][C:2]([NH:1][C:31]([C:30]2[N:26]([CH3:25])[N:27]=[C:28]([CH3:34])[CH:29]=2)=[O:32])=[CH:23][C:6]=1[O:7][C:8]1[CH:9]=[CH:10][C:11]2[N:12]([CH:14]=[C:15]([NH:17][C:18]([CH:20]3[CH2:21][CH2:22]3)=[O:19])[N:16]=2)[N:13]=1. The yield is 0.920. (2) The reactants are Cl.C1([C@@H]([NH:10][C@@H:11]([CH3:24])[CH2:12][C:13]2[CH:14]=[C:15]([CH2:19][C:20]([O:22][CH3:23])=[O:21])[CH:16]=[CH:17][CH:18]=2)C)C=CC=CC=1.C([O-])=O.[NH4+]. The catalyst is CCO.[OH-].[Pd+2].[OH-]. The product is [NH2:10][C@@H:11]([CH3:24])[CH2:12][C:13]1[CH:14]=[C:15]([CH2:19][C:20]([O:22][CH3:23])=[O:21])[CH:16]=[CH:17][CH:18]=1. The yield is 0.580. (3) The reactants are Br[C:2]1[CH:7]=[CH:6][C:5]([NH2:8])=[C:4]([C:9]([F:12])([F:11])[F:10])[CH:3]=1.CO.C(=O)([O-])[O-].[Na+].[Na+].[C:21]([C:23]1[CH:28]=[CH:27][C:26](B(O)O)=[CH:25][CH:24]=1)#[N:22]. The catalyst is [Pd].O. The product is [NH2:8][C:5]1[CH:6]=[CH:7][C:2]([C:26]2[CH:27]=[CH:28][C:23]([C:21]#[N:22])=[CH:24][CH:25]=2)=[CH:3][C:4]=1[C:9]([F:12])([F:11])[F:10]. The yield is 0.190. (4) The yield is 0.500. The reactants are [Br:1][C:2]1[C:11]2[C:6](=[C:7]([Br:13])[C:8]([OH:12])=[CH:9][CH:10]=2)[CH:5]=[CH:4][C:3]=1[OH:14].N1C=CC=CC=1.[F:21][C:22]([F:35])([F:34])[S:23](O[S:23]([C:22]([F:35])([F:34])[F:21])(=[O:25])=[O:24])(=[O:25])=[O:24].Cl. The catalyst is ClCCl.O. The product is [F:21][C:22]([F:35])([F:34])[S:23]([O:12][C:8]1[CH:9]=[CH:10][C:11]2[C:6](=[CH:5][CH:4]=[C:3]([O:14][S:23]([C:22]([F:21])([F:34])[F:35])(=[O:24])=[O:25])[C:2]=2[Br:1])[C:7]=1[Br:13])(=[O:25])=[O:24]. (5) The reactants are [OH:1][CH:2]1[CH2:7][CH2:6][C:5]([NH:9][C:10](=[O:16])[O:11][C:12]([CH3:15])([CH3:14])[CH3:13])([CH3:8])[CH2:4][CH2:3]1.[H-].[Na+].[Si:19]([O:26][CH2:27][C@H:28]1[CH2:39][CH2:38][C:37]2[S:36][C:35]3[N:34]=[CH:33][N:32]=[C:31](Cl)[C:30]=3[C:29]1=2)([C:22]([CH3:25])([CH3:24])[CH3:23])([CH3:21])[CH3:20]. The catalyst is C1COCC1. The product is [Si:19]([O:26][CH2:27][C@H:28]1[CH2:39][CH2:38][C:37]2[S:36][C:35]3[N:34]=[CH:33][N:32]=[C:31]([O:1][CH:2]4[CH2:7][CH2:6][C:5]([NH:9][C:10](=[O:16])[O:11][C:12]([CH3:15])([CH3:14])[CH3:13])([CH3:8])[CH2:4][CH2:3]4)[C:30]=3[C:29]1=2)([C:22]([CH3:25])([CH3:23])[CH3:24])([CH3:21])[CH3:20]. The yield is 0.720.